This data is from Forward reaction prediction with 1.9M reactions from USPTO patents (1976-2016). The task is: Predict the product of the given reaction. (1) Given the reactants [NH2:1][C@H:2]1[CH2:7][CH2:6][N:5]([C:8]2[CH:9]=[C:10]([CH:15]=[C:16]([F:18])[CH:17]=2)[C:11]([O:13][CH3:14])=[O:12])[CH2:4][C@H:3]1[O:19][CH3:20].[Cl:21][C:22]1[N:23]=[C:24]([C:29](O)=[O:30])[NH:25][C:26]=1[CH2:27][CH3:28].CCN=C=NCCCN(C)C.Cl.C1C=CC2N(O)N=NC=2C=1, predict the reaction product. The product is: [Cl:21][C:22]1[N:23]=[C:24]([C:29]([NH:1][C@H:2]2[CH2:7][CH2:6][N:5]([C:8]3[CH:9]=[C:10]([CH:15]=[C:16]([F:18])[CH:17]=3)[C:11]([O:13][CH3:14])=[O:12])[CH2:4][C@H:3]2[O:19][CH3:20])=[O:30])[NH:25][C:26]=1[CH2:27][CH3:28]. (2) Given the reactants [CH3:1][O:2][C:3]1[CH:4]=[C:5]([CH:8]=[CH:9][CH:10]=1)[CH2:6][NH2:7].Cl[S:12]([C:15]1[CH:20]=[CH:19][C:18]([CH2:21][C:22]([OH:24])=[O:23])=[CH:17][CH:16]=1)(=[O:14])=[O:13], predict the reaction product. The product is: [CH3:1][O:2][C:3]1[CH:4]=[C:5]([CH:8]=[CH:9][CH:10]=1)[CH2:6][NH:7][S:12]([C:15]1[CH:16]=[CH:17][C:18]([CH2:21][C:22]([OH:24])=[O:23])=[CH:19][CH:20]=1)(=[O:14])=[O:13]. (3) Given the reactants [C:1]([O:5][C:6]([N:8]1[CH2:13][CH2:12][CH2:11][C@@H:10]([NH:14][C:15]2[CH:20]=[CH:19][CH:18]=[CH:17][C:16]=2[NH2:21])[CH2:9]1)=[O:7])([CH3:4])([CH3:3])[CH3:2].[CH2:22]([O:29][C:30]([NH:32][C@@H:33]([CH3:37])[C:34](O)=O)=[O:31])[C:23]1[CH:28]=[CH:27][CH:26]=[CH:25][CH:24]=1.C1C=NC2N(O)N=NC=2C=1.Cl.CN(C)CCCN=C=NCC.CN1CCOCC1, predict the reaction product. The product is: [C:1]([O:5][C:6]([N:8]1[CH2:13][CH2:12][CH2:11][C@@H:10]([N:14]2[C:15]3[CH:20]=[CH:19][CH:18]=[CH:17][C:16]=3[N:21]=[C:37]2[C@@H:33]([NH:32][C:30]([O:29][CH2:22][C:23]2[CH:24]=[CH:25][CH:26]=[CH:27][CH:28]=2)=[O:31])[CH3:34])[CH2:9]1)=[O:7])([CH3:4])([CH3:2])[CH3:3]. (4) Given the reactants [Br:1][C:2]1[CH:3]=[CH:4][CH:5]=[C:6]2[C:14]=1[NH:13][C:12]1[CH:11]=[N:10][CH:9]=[CH:8][C:7]2=1.[H-].[Na+].CO.O, predict the reaction product. The product is: [Br:1][C:2]1[CH:3]=[CH:4][CH:5]=[C:6]2[C:14]=1[N:13]([CH2:4][CH2:3][CH2:2][CH2:14][CH2:6][CH2:5][N:13]1[C:12]3[CH:11]=[N:10][CH:9]=[CH:8][C:7]=3[C:6]3[C:14]1=[C:2]([Br:1])[CH:3]=[CH:4][CH:5]=3)[C:12]1[CH:11]=[N:10][CH:9]=[CH:8][C:7]2=1. (5) Given the reactants [F:1][C:2]1[CH:7]=[CH:6][C:5]([F:8])=[CH:4][C:3]=1[CH2:9][CH:10]([NH:12][C:13]1[CH:18]=[CH:17][NH:16][C:15](=[O:19])[C:14]=1[C:20]1[NH:40][C:23]2=[CH:24][C:25]3[C:26](=[O:39])[N:27]([CH:32]4[CH2:37][CH2:36][N:35]([CH3:38])[CH2:34][CH2:33]4)[C:28](=O)[C:29]=3[CH:30]=[C:22]2[N:21]=1)[CH3:11], predict the reaction product. The product is: [F:1][C:2]1[CH:7]=[CH:6][C:5]([F:8])=[CH:4][C:3]=1[CH2:9][CH:10]([NH:12][C:13]1[CH:18]=[CH:17][NH:16][C:15](=[O:19])[C:14]=1[C:20]1[NH:21][C:22]2=[CH:30][C:29]3[CH2:28][N:27]([CH:32]4[CH2:37][CH2:36][N:35]([CH3:38])[CH2:34][CH2:33]4)[C:26](=[O:39])[C:25]=3[CH:24]=[C:23]2[N:40]=1)[CH3:11]. (6) Given the reactants [Br:1]Br.[CH3:3][C:4]([C:12]1[CH:13]=[C:14]([OH:18])[CH:15]=[CH:16][CH:17]=1)([CH3:11])[CH2:5][CH2:6][CH2:7][CH2:8][CH2:9][CH3:10], predict the reaction product. The product is: [CH3:11][C:4]([C:12]1[CH:13]=[C:14]([OH:18])[C:15]([Br:1])=[CH:16][CH:17]=1)([CH3:3])[CH2:5][CH2:6][CH2:7][CH2:8][CH2:9][CH3:10].